Dataset: Forward reaction prediction with 1.9M reactions from USPTO patents (1976-2016). Task: Predict the product of the given reaction. (1) The product is: [CH2:1]([O:8][CH2:9][CH2:10][CH:11]1[C:20]2[NH:21][C:22]([C:32]3[CH:41]=[CH:40][CH:39]=[C:38]4[C:33]=3[N:34]=[C:35]([NH:43][C:44]([CH3:47])([CH3:46])[CH3:45])[C:36]([CH3:42])=[N:37]4)=[CH:23][C:24]=2[C:13](=[O:15])[NH:12]1)[C:2]1[CH:7]=[CH:6][CH:5]=[CH:4][CH:3]=1. Given the reactants [CH2:1]([O:8][CH2:9][CH2:10][CH:11]([C:20]1[NH:21][C:22]([C:32]2[CH:41]=[CH:40][CH:39]=[C:38]3[C:33]=2[N:34]=[C:35]([NH:43][C:44]([CH3:47])([CH3:46])[CH3:45])[C:36]([CH3:42])=[N:37]3)=[CH:23][C:24]=1C(OC(C)(C)C)=O)[NH:12][C:13]([O:15]C(C)(C)C)=O)[C:2]1[CH:7]=[CH:6][CH:5]=[CH:4][CH:3]=1.C(O)(C(F)(F)F)=O.CCN(C(C)C)C(C)C.F[P-](F)(F)(F)(F)F.N1(O[P+](N2CCCC2)(N2CCCC2)N2CCCC2)C2C=CC=CC=2N=N1, predict the reaction product. (2) Given the reactants [Cl:1][C:2]1[CH:3]=[CH:4][C:5]([O:30][CH3:31])=[C:6]([C:8]2[C:12]([NH:13][C:14]([C:16]3[CH:17]=[N:18][N:19]4[CH:24]=[CH:23][CH:22]=[N:21][C:20]=34)=[O:15])=[CH:11][N:10]([CH:25]([CH3:29])[C:26]([OH:28])=O)[N:9]=2)[CH:7]=1.Cl.[O:33]1[CH2:36][CH:35]([NH2:37])[CH2:34]1.C(N(CC)C(C)C)(C)C, predict the reaction product. The product is: [Cl:1][C:2]1[CH:3]=[CH:4][C:5]([O:30][CH3:31])=[C:6]([C:8]2[C:12]([NH:13][C:14]([C:16]3[CH:17]=[N:18][N:19]4[CH:24]=[CH:23][CH:22]=[N:21][C:20]=34)=[O:15])=[CH:11][N:10]([CH:25]([CH3:29])[C:26]([NH:37][CH:35]3[CH2:36][O:33][CH2:34]3)=[O:28])[N:9]=2)[CH:7]=1.